From a dataset of Forward reaction prediction with 1.9M reactions from USPTO patents (1976-2016). Predict the product of the given reaction. (1) Given the reactants [NH:1]([C:3]1[N:8]([CH2:9][CH:10]([CH3:12])[CH3:11])[C:7](=[O:13])[NH:6][C:5](=[O:14])[CH:4]=1)[NH2:2].[Cl:15][C:16]1[CH:17]=[C:18]2[C:23](=[CH:24][CH:25]=1)[N:22]=[CH:21][CH:20]=[C:19]2[CH:26]=O.[CH:28]([C:30]1[N:34]([CH3:35])[CH:33]=[C:32]([C:36]#[N:37])[CH:31]=1)=O, predict the reaction product. The product is: [Cl:15][C:16]1[CH:17]=[C:18]2[C:23](=[CH:24][CH:25]=1)[N:22]=[CH:21][CH:20]=[C:19]2[CH2:26][N:2]1[C:28]([C:30]2[N:34]([CH3:35])[CH:33]=[C:32]([C:36]#[N:37])[CH:31]=2)=[C:4]2[C:3]([N:8]([CH2:9][CH:10]([CH3:11])[CH3:12])[C:7](=[O:13])[NH:6][C:5]2=[O:14])=[N:1]1. (2) Given the reactants [F:1][CH2:2][CH2:3][N:4]1[CH2:9][CH:8]([OH:10])[C:7]2[S:11][CH:12]=[CH:13][C:6]=2[CH2:5]1.[Cl:14][C:15]1[CH:16]=[C:17](F)[CH:18]=[CH:19][C:20]=1[Cl:21], predict the reaction product. The product is: [ClH:14].[Cl:14][C:15]1[CH:16]=[C:17]([O:10][CH:8]2[CH2:9][N:4]([CH2:3][CH2:2][F:1])[CH2:5][C:6]3[CH:13]=[CH:12][S:11][C:7]2=3)[CH:18]=[CH:19][C:20]=1[Cl:21]. (3) Given the reactants [NH2:1][CH2:2][C:3]([NH:5][C:6]1[CH:11]=[CH:10][CH:9]=[C:8]([NH:12][C:13]2[N:18]=[C:17]([C:19]3[C:27]4[C:22](=[CH:23][CH:24]=[CH:25][CH:26]=4)[NH:21][CH:20]=3)[C:16]([Cl:28])=[CH:15][N:14]=2)[CH:7]=1)=[O:4].[C:29](O)([C:31](F)(F)F)=[O:30].[CH3:36][CH2:37][N:38]([CH:42](C)C)[CH:39](C)C.BrC/C=C/C(Cl)=O.CNC, predict the reaction product. The product is: [Cl:28][C:16]1[C:17]([C:19]2[C:27]3[C:22](=[CH:23][CH:24]=[CH:25][CH:26]=3)[NH:21][CH:20]=2)=[N:18][C:13]([NH:12][C:8]2[CH:7]=[C:6]([NH:5][C:3](=[O:4])[CH2:2][NH:1][C:29](=[O:30])/[CH:31]=[CH:36]/[CH2:37][N:38]([CH3:42])[CH3:39])[CH:11]=[CH:10][CH:9]=2)=[N:14][CH:15]=1. (4) Given the reactants [NH2:1][C:2](=[O:20])[C@@H:3]([NH:12]C(=O)OC(C)(C)C)[CH2:4][C:5]1[CH:6]=[N:7][C:8]([Br:11])=[CH:9][CH:10]=1.C(O)(C(F)(F)F)=O, predict the reaction product. The product is: [NH2:12][C@@H:3]([CH2:4][C:5]1[CH:6]=[N:7][C:8]([Br:11])=[CH:9][CH:10]=1)[C:2]([NH2:1])=[O:20]. (5) The product is: [F:26][CH:2]1[CH2:6][N:5]([C:7]([O:9][C:10]([CH3:13])([CH3:12])[CH3:11])=[O:8])[CH:4]([C:14]([O:16][CH3:17])=[O:15])[C:3]1([CH3:19])[CH3:18]. Given the reactants O[CH:2]1[CH2:6][N:5]([C:7]([O:9][C:10]([CH3:13])([CH3:12])[CH3:11])=[O:8])[CH:4]([C:14]([O:16][CH3:17])=[O:15])[C:3]1([CH3:19])[CH3:18].CCN(S(F)(F)[F:26])CC, predict the reaction product. (6) Given the reactants [CH3:1][N:2]([CH3:16])[C:3]1[CH:8]=[C:7]([NH:9]C(C)=O)[CH:6]=[CH:5][C:4]=1[N+:13]([O-:15])=[O:14].Cl, predict the reaction product. The product is: [CH3:1][N:2]([CH3:16])[C:3]1[CH:8]=[C:7]([NH2:9])[CH:6]=[CH:5][C:4]=1[N+:13]([O-:15])=[O:14]. (7) Given the reactants [C:1]([O:9][CH2:10][C:11]1[CH:16]=[CH:15][C:14]([C:17](O)=[O:18])=[CH:13][C:12]=1[N+:20]([O-:22])=[O:21])(=[O:8])[C:2]1[CH:7]=[CH:6][N:5]=[CH:4][CH:3]=1.S(Cl)([Cl:25])=O, predict the reaction product. The product is: [ClH:25].[C:1]([O:9][CH2:10][C:11]1[CH:16]=[CH:15][C:14]([C:17]([Cl:25])=[O:18])=[CH:13][C:12]=1[N+:20]([O-:22])=[O:21])(=[O:8])[C:2]1[CH:7]=[CH:6][N:5]=[CH:4][CH:3]=1. (8) Given the reactants C([O:4][C:5]1[CH:10]=[CH:9][CH:8]=[CH:7][C:6]=1[C:11](=[O:18])[NH:12][C:13]1[S:14][CH:15]=[CH:16][N:17]=1)(=O)C.Cl, predict the reaction product. The product is: [OH:4][C:5]1[CH:10]=[CH:9][CH:8]=[CH:7][C:6]=1[C:11]([NH:12][C:13]1[S:14][CH:15]=[CH:16][N:17]=1)=[O:18]. (9) Given the reactants ClC(Cl)(Cl)CO[C:5](=[O:16])[NH:6][C:7]1[O:8][C:9]([C:12]([CH3:15])([CH3:14])[CH3:13])=[N:10][N:11]=1.[CH:19]([C:22]1[N:26]2[CH:27]=[C:28]([O:31][C@@H:32]3[C:41]4[C:36](=[CH:37][CH:38]=[CH:39][CH:40]=4)[C@@H:35]([NH2:42])[CH2:34][CH2:33]3)[CH:29]=[CH:30][C:25]2=[N:24][N:23]=1)([CH3:21])[CH3:20].CCN(C(C)C)C(C)C, predict the reaction product. The product is: [C:12]([C:9]1[O:8][C:7]([NH:6][C:5]([NH:42][C@@H:35]2[C:36]3[C:41](=[CH:40][CH:39]=[CH:38][CH:37]=3)[C@@H:32]([O:31][C:28]3[CH:29]=[CH:30][C:25]4[N:26]([C:22]([CH:19]([CH3:21])[CH3:20])=[N:23][N:24]=4)[CH:27]=3)[CH2:33][CH2:34]2)=[O:16])=[N:11][N:10]=1)([CH3:13])([CH3:14])[CH3:15]. (10) Given the reactants [Cl:1][C:2](=[CH2:12])[CH2:3][C:4]1([C:9]([OH:11])=O)[CH2:8][CH2:7][CH2:6][CH2:5]1.OC(C(F)(F)F)=O.[NH2:20][C@@H:21]([CH2:27][C:28]1[CH:33]=[CH:32][C:31]([C:34]2[CH:39]=[CH:38][CH:37]=[CH:36][CH:35]=2)=[CH:30][CH:29]=1)[C:22]([N:24]([CH3:26])[CH3:25])=[O:23].CN(C(ON1N=NC2C=CC=NC1=2)=[N+](C)C)C.F[P-](F)(F)(F)(F)F, predict the reaction product. The product is: [C:31]1([C:34]2[CH:35]=[CH:36][CH:37]=[CH:38][CH:39]=2)[CH:32]=[CH:33][C:28]([CH2:27][C@H:21]([NH:20][C:9]([C:4]2([CH2:3][C:2]([Cl:1])=[CH2:12])[CH2:5][CH2:6][CH2:7][CH2:8]2)=[O:11])[C:22]([N:24]([CH3:26])[CH3:25])=[O:23])=[CH:29][CH:30]=1.